From a dataset of Full USPTO retrosynthesis dataset with 1.9M reactions from patents (1976-2016). Predict the reactants needed to synthesize the given product. (1) Given the product [CH:1]([N:4]1[C:25](=[O:26])[C:24]2[N:12]3[CH2:13][CH2:14][C:15]4[CH:16]=[C:17]([O:22][CH3:23])[C:18]([Br:21])=[CH:19][C:20]=4[C:11]3=[C:10]([C:27]3[S:28][CH:29]=[CH:30][CH:31]=3)[C:9]=2[CH2:8][N:7]([C:32](=[O:36])[CH:33]([CH3:35])[CH3:34])[CH2:6][CH2:5]1)([CH3:3])[CH3:2], predict the reactants needed to synthesize it. The reactants are: [CH:1]([N:4]1[C:25](=[O:26])[C:24]2[N:12]3[CH2:13][CH2:14][C:15]4[CH:16]=[C:17]([O:22][CH3:23])[C:18]([Br:21])=[CH:19][C:20]=4[C:11]3=[C:10]([C:27]3[S:28][CH:29]=[CH:30][CH:31]=3)[C:9]=2[CH2:8][NH:7][CH2:6][CH2:5]1)([CH3:3])[CH3:2].[C:32](O[C:32](=[O:36])[CH:33]([CH3:35])[CH3:34])(=[O:36])[CH:33]([CH3:35])[CH3:34]. (2) Given the product [O:22]=[C:9]1[CH:8]([NH:7][C:23](=[O:24])[O:25][C:26]([CH3:29])([CH3:28])[CH3:27])[C:16]2[C:11](=[CH:12][CH:13]=[CH:14][CH:15]=2)[N:10]1[CH2:17][CH2:18][CH2:19][CH2:20][CH3:21], predict the reactants needed to synthesize it. The reactants are: C(O[N:7]=[C:8]1[C:16]2[C:11](=[CH:12][CH:13]=[CH:14][CH:15]=2)[N:10]([CH2:17][CH2:18][CH2:19][CH2:20][CH3:21])[C:9]1=[O:22])CCCC.[C:23](O[C:23]([O:25][C:26]([CH3:29])([CH3:28])[CH3:27])=[O:24])([O:25][C:26]([CH3:29])([CH3:28])[CH3:27])=[O:24]. (3) Given the product [CH2:1]([C:8]1[C:13](=[O:14])[CH:12]=[C:11]([CH3:15])[N:18]([OH:19])[C:9]=1[CH3:16])[CH2:2][CH2:3][CH2:4][CH2:5][CH2:6][CH3:7], predict the reactants needed to synthesize it. The reactants are: [CH2:1]([C:8]1[C:13](=[O:14])[CH:12]=[C:11]([CH3:15])O[C:9]=1[CH3:16])[CH2:2][CH2:3][CH2:4][CH2:5][CH2:6][CH3:7].Cl.[NH2:18][OH:19].C([O-])(=O)C.[Na+].O. (4) Given the product [OH:2][C:3]1[C:12]2[N:11]=[C:10]([NH:13][C:14](=[O:21])[C:15]3[CH:20]=[CH:19][CH:18]=[N:17][CH:16]=3)[N:9]3[CH2:22][CH2:23][N:24]=[C:8]3[C:7]=2[CH:6]=[CH:5][C:4]=1[O:25][CH2:26][CH2:27][CH2:28][N:29]1[CH2:30][CH2:31][O:32][CH2:33][CH2:34]1, predict the reactants needed to synthesize it. The reactants are: C[O:2][C:3]1[C:12]2[N:11]=[C:10]([NH:13][C:14](=[O:21])[C:15]3[CH:20]=[CH:19][CH:18]=[N:17][CH:16]=3)[N:9]3[CH2:22][CH2:23][N:24]=[C:8]3[C:7]=2[CH:6]=[CH:5][C:4]=1[O:25][CH2:26][CH2:27][CH2:28][N:29]1[CH2:34][CH2:33][O:32][CH2:31][CH2:30]1. (5) Given the product [Cl:18][C:6]1[C:5]2[C:10](=[CH:11][C:12]([O:13][CH3:14])=[C:3]([O:2][CH3:1])[CH:4]=2)[N:9]=[CH:8][CH:7]=1, predict the reactants needed to synthesize it. The reactants are: [CH3:1][O:2][C:3]1[CH:4]=[C:5]2[C:10](=[CH:11][C:12]=1[O:13][CH3:14])[N:9]=[CH:8][CH:7]=[C:6]2O.P(Cl)(Cl)([Cl:18])=O. (6) The reactants are: Cl[CH2:2][C:3]([N:5]1[C:14]2[C:9](=[CH:10][CH:11]=[CH:12][CH:13]=2)[CH2:8][CH2:7][CH2:6]1)=[O:4].[N+:15]([C:18]1[CH:19]=[CH:20][C:21]2[S:25][C:24]([SH:26])=[N:23][C:22]=2[CH:27]=1)([O-:17])=[O:16]. Given the product [N:5]1([C:3](=[O:4])[CH2:2][S:26][C:24]2[S:25][C:21]3[CH:20]=[CH:19][C:18]([N+:15]([O-:17])=[O:16])=[CH:27][C:22]=3[N:23]=2)[C:14]2[C:9](=[CH:10][CH:11]=[CH:12][CH:13]=2)[CH2:8][CH2:7][CH2:6]1, predict the reactants needed to synthesize it. (7) Given the product [CH3:17][C:5]1([CH3:16])[C:6]2[CH2:15][CH2:14][CH:13]([CH:18]=[O:19])[C:11](=[O:12])[C:7]=2[C:8]([CH3:9])([CH3:10])[CH:4]1[CH3:3], predict the reactants needed to synthesize it. The reactants are: [H-].[Na+].[CH3:3][CH:4]1[C:8]([CH3:10])([CH3:9])[C:7]2[C:11]([CH2:13][CH2:14][CH2:15][C:6]=2[C:5]1([CH3:17])[CH3:16])=[O:12].[CH:18](OCC)=[O:19]. (8) Given the product [Cl:1][C:2]1[CH:7]=[CH:6][CH:5]=[CH:4][C:3]=1[C:8]1[N:17]([CH:18]2[CH2:19][CH2:20][NH:21][CH2:22][CH2:23]2)[C:11]2=[N:12][C:13]([CH3:16])=[CH:14][CH:15]=[C:10]2[N:9]=1, predict the reactants needed to synthesize it. The reactants are: [Cl:1][C:2]1[CH:7]=[CH:6][CH:5]=[CH:4][C:3]=1[C:8]1[N:17]([CH:18]2[CH2:23][CH2:22][N:21](C(OC(C)(C)C)=O)[CH2:20][CH2:19]2)[C:11]2=[N:12][C:13]([CH3:16])=[CH:14][CH:15]=[C:10]2[N:9]=1.C([O-])(O)=O.[Na+]. (9) Given the product [CH3:1][O:2][C:3]([C:5]1[CH:6]=[C:7]([N:11]([CH2:12][C:13]2[CH:14]=[N:15][CH:16]=[CH:17][CH:18]=2)[S:21]([CH2:19][CH3:20])(=[O:23])=[O:22])[CH:8]=[CH:9][CH:10]=1)=[O:4], predict the reactants needed to synthesize it. The reactants are: [CH3:1][O:2][C:3]([C:5]1[CH:6]=[C:7]([NH:11][CH2:12][C:13]2[CH:14]=[N:15][CH:16]=[CH:17][CH:18]=2)[CH:8]=[CH:9][CH:10]=1)=[O:4].[CH2:19]([S:21](Cl)(=[O:23])=[O:22])[CH3:20].C(=O)([O-])[O-].[K+].[K+]. (10) Given the product [ClH:33].[CH3:6][C:7]1([CH3:32])[CH:11]([N:1]2[CH2:5][CH2:4][CH2:3][CH2:2]2)[C:10]2[C:13]([CH3:31])=[C:14]([N:19]3[CH2:24][CH2:23][N:22]([C:25]4[CH:30]=[CH:29][CH:28]=[CH:27][CH:26]=4)[CH2:21][CH2:20]3)[C:15]([CH3:18])=[C:16]([CH3:17])[C:9]=2[O:8]1, predict the reactants needed to synthesize it. The reactants are: [NH:1]1[CH2:5][CH2:4][CH2:3][CH2:2]1.[CH3:6][C:7]1([CH3:32])[CH:11](O)[C:10]2[C:13]([CH3:31])=[C:14]([N:19]3[CH:24]=[CH:23][N:22]([C:25]4[CH:30]=[CH:29][CH:28]=[CH:27][CH:26]=4)[CH:21]=[CH:20]3)[C:15]([CH3:18])=[C:16]([CH3:17])[C:9]=2[O:8]1.[ClH:33].